This data is from Full USPTO retrosynthesis dataset with 1.9M reactions from patents (1976-2016). The task is: Predict the reactants needed to synthesize the given product. (1) Given the product [C:1]([O:5][C:6]([N:8]1[CH2:13][CH2:12][CH:11]([O:14][C:15]2[CH:24]=[C:23]([N:26]3[CH2:30][CH2:29][CH2:28][CH2:27]3)[CH:22]=[CH:21][C:16]=2[C:17]([O:19][CH3:20])=[O:18])[CH2:10][CH2:9]1)=[O:7])([CH3:4])([CH3:3])[CH3:2], predict the reactants needed to synthesize it. The reactants are: [C:1]([O:5][C:6]([N:8]1[CH2:13][CH2:12][CH:11]([O:14][C:15]2[CH:24]=[C:23](F)[CH:22]=[CH:21][C:16]=2[C:17]([O:19][CH3:20])=[O:18])[CH2:10][CH2:9]1)=[O:7])([CH3:4])([CH3:3])[CH3:2].[NH:26]1[CH2:30][CH2:29][CH2:28][CH2:27]1. (2) Given the product [CH3:28][N:29]([CH3:38])[C:30]1[CH:35]=[CH:34][C:33]([C:36]#[C:37][C:13]2[CH:12]=[C:11]3[C:16]([C:7](=[N:6][OH:5])[CH:8]=[C:9]([C:18]4[N:19]=[CH:20][C:21]5[C:26]([CH:27]=4)=[CH:25][CH:24]=[CH:23][CH:22]=5)[O:10]3)=[CH:15][CH:14]=2)=[CH:32][CH:31]=1, predict the reactants needed to synthesize it. The reactants are: C([O:5][N:6]=[C:7]1[C:16]2[C:11](=[CH:12][C:13](Br)=[CH:14][CH:15]=2)[O:10][C:9]([C:18]2[N:19]=[CH:20][C:21]3[C:26]([CH:27]=2)=[CH:25][CH:24]=[CH:23][CH:22]=3)=[CH:8]1)(C)(C)C.[CH3:28][N:29]([CH3:38])[C:30]1[CH:35]=[CH:34][C:33]([C:36]#[CH:37])=[CH:32][CH:31]=1. (3) The reactants are: [CH3:1][O:2][C:3]1[CH:4]=[CH:5][C:6]([NH:9][C@H:10]2[C@@H:15]3[CH2:16][C@@H:12]([CH2:13][N:14]3C(OC(C)(C)C)=O)[CH2:11]2)=[N:7][CH:8]=1.Cl. Given the product [CH3:1][O:2][C:3]1[CH:4]=[CH:5][C:6]([NH:9][C@H:10]2[C@@H:15]3[CH2:16][C@@H:12]([CH2:13][NH:14]3)[CH2:11]2)=[N:7][CH:8]=1, predict the reactants needed to synthesize it. (4) Given the product [Cl:15][C:16]1[CH:21]=[CH:20][N:19]2[N:22]=[C:23]([C:29]3[CH:30]=[CH:31][C:32]([O:35][CH3:36])=[CH:33][CH:34]=3)[C:24]([C:25]3[CH:26]=[CH:27][N:14]=[C:12]([NH:11][CH:6]4[CH2:10][CH2:9][CH2:8][CH2:7]4)[N:13]=3)=[C:18]2[CH:17]=1, predict the reactants needed to synthesize it. The reactants are: CC[O-].[Na+].Cl.[CH:6]1([NH:11][C:12]([NH2:14])=[NH:13])[CH2:10][CH2:9][CH2:8][CH2:7]1.[Cl:15][C:16]1[CH:21]=[CH:20][N:19]2[N:22]=[C:23]([C:29]3[CH:34]=[CH:33][C:32]([O:35][CH3:36])=[CH:31][CH:30]=3)[C:24]([C:25](=O)[C:26]#[CH:27])=[C:18]2[CH:17]=1.